From a dataset of Catalyst prediction with 721,799 reactions and 888 catalyst types from USPTO. Predict which catalyst facilitates the given reaction. (1) Reactant: [CH3:1][N:2]([CH3:36])[CH:3]1[CH2:6][N:5]([C:7]2[C:12]([N+:13]([O-])=O)=[CH:11][C:10]([NH:16][C:17]3[N:22]=[C:21]([C:23]4[C:31]5[C:26](=[CH:27][CH:28]=[CH:29][CH:30]=5)[N:25]([CH3:32])[CH:24]=4)[C:20]([CH3:33])=[CH:19][N:18]=3)=[C:9]([O:34][CH3:35])[CH:8]=2)[CH2:4]1.[NH4+].[Cl-]. Product: [CH3:36][N:2]([CH3:1])[CH:3]1[CH2:4][N:5]([C:7]2[CH:8]=[C:9]([O:34][CH3:35])[C:10]([NH:16][C:17]3[N:22]=[C:21]([C:23]4[C:31]5[C:26](=[CH:27][CH:28]=[CH:29][CH:30]=5)[N:25]([CH3:32])[CH:24]=4)[C:20]([CH3:33])=[CH:19][N:18]=3)=[CH:11][C:12]=2[NH2:13])[CH2:6]1. The catalyst class is: 190. (2) Reactant: [Cl:1][C:2]1[N:11]=[CH:10][C:9]2[N:8]([CH2:12][CH:13]3[CH2:17][CH2:16][O:15][CH2:14]3)[C:7](=[O:18])[CH:6]3[CH2:19][O:20][CH2:21][CH2:22][N:5]3[C:4]=2[N:3]=1.IC.[CH3:25]C([O-])(C)C.[Na+]. Product: [Cl:1][C:2]1[N:11]=[CH:10][C:9]2[N:8]([CH2:12][CH:13]3[CH2:17][CH2:16][O:15][CH2:14]3)[C:7](=[O:18])[C:6]3([CH3:25])[CH2:19][O:20][CH2:21][CH2:22][N:5]3[C:4]=2[N:3]=1. The catalyst class is: 58. (3) Reactant: [CH2:1]([C@H:5]([CH2:8][C:9]#[N:10])[C:6]#[N:7])[CH:2]([CH3:4])[CH3:3].C1(C)C=CC=CC=1.N12CCCN=C1CCCCC2. Product: [CH2:1]([CH:5]([CH2:8][C:9]#[N:10])[C:6]#[N:7])[CH:2]([CH3:4])[CH3:3]. The catalyst class is: 6. (4) Reactant: [C:1]([SiH2:5][O:6][C:7]([CH3:14])([CH3:13])[C:8]1[O:9][CH:10]=[CH:11][N:12]=1)([CH3:4])([CH3:3])[CH3:2].C(Br)(Br)(Br)[Br:16]. Product: [Br:16][C:10]1[O:9][C:8]([C:7]([CH3:14])([CH3:13])[O:6][SiH2:5][C:1]([CH3:4])([CH3:2])[CH3:3])=[N:12][CH:11]=1. The catalyst class is: 627. (5) Reactant: C([O:3][C:4]([C:6]1[CH:11]=[CH:10][N:9]2[C:12]([C:15]([NH:17][C:18]3[CH:26]=[CH:25][CH:24]=[C:23]4[C:19]=3[C:20]([CH3:35])=[N:21][N:22]4[CH2:27][C:28]3[CH:33]=[CH:32][CH:31]=[C:30]([CH3:34])[N:29]=3)=[O:16])=[CH:13][N:14]=[C:8]2[CH:7]=1)=[CH2:5])C.Cl.O1CCOCC1. Product: [C:4]([C:6]1[CH:11]=[CH:10][N:9]2[C:12]([C:15]([NH:17][C:18]3[CH:26]=[CH:25][CH:24]=[C:23]4[C:19]=3[C:20]([CH3:35])=[N:21][N:22]4[CH2:27][C:28]3[CH:33]=[CH:32][CH:31]=[C:30]([CH3:34])[N:29]=3)=[O:16])=[CH:13][N:14]=[C:8]2[CH:7]=1)(=[O:3])[CH3:5]. The catalyst class is: 2. (6) Reactant: [CH3:1][C:2]([C:4]1[CH:9]=[C:8]([O:10][CH3:11])[C:7]([O:12][CH3:13])=[C:6]([O:14][CH3:15])[CH:5]=1)=[O:3].[Cl:16][C:17]1[CH:22]=[CH:21][C:20]([NH:23][C:24]2[N:31]=[CH:30][CH:29]=[CH:28][C:25]=2[CH:26]=O)=[CH:19][CH:18]=1.Cl. Product: [Cl:16][C:17]1[CH:22]=[CH:21][C:20]([NH:23][C:24]2[C:25](/[CH:26]=[CH:1]/[C:2]([C:4]3[CH:5]=[C:6]([O:14][CH3:15])[C:7]([O:12][CH3:13])=[C:8]([O:10][CH3:11])[CH:9]=3)=[O:3])=[CH:28][CH:29]=[CH:30][N:31]=2)=[CH:19][CH:18]=1. The catalyst class is: 5. (7) The catalyst class is: 9. Product: [N:58]1([C:8]([NH:9][C:19]2[CH:24]=[C:23]([O:25][C:26]3[CH:31]=[CH:30][C:29]([NH:32][C:33]([C:35]4([C:38]([NH:39][C:40]5[CH:41]=[CH:42][C:43]([F:46])=[CH:44][CH:45]=5)=[O:47])[CH2:37][CH2:36]4)=[O:34])=[CH:28][C:27]=3[F:48])[CH:22]=[CH:21][N:20]=2)=[O:7])[CH2:61][CH2:60][CH2:59]1. Reactant: C1([O:7][C:8](=O)[N:9]([C:19]2[CH:24]=[C:23]([O:25][C:26]3[CH:31]=[CH:30][C:29]([NH:32][C:33]([C:35]4([C:38](=[O:47])[NH:39][C:40]5[CH:45]=[CH:44][C:43]([F:46])=[CH:42][CH:41]=5)[CH2:37][CH2:36]4)=[O:34])=[CH:28][C:27]=3[F:48])[CH:22]=[CH:21][N:20]=2)C(OC2C=CC=CC=2)=O)C=CC=CC=1.C(N(CC)CC)C.Cl.[NH:58]1[CH2:61][CH2:60][CH2:59]1. (8) Reactant: [Cl:1][C:2]1[N:10]=[C:9]2[C:5]([N:6]=[CH:7][N:8]2[C@@H:11]2[CH2:15][C@H:14]([N:16]3[CH:20]=[C:19]([CH2:21][OH:22])[CH:18]=[N:17]3)[CH:13]=[CH:12]2)=[C:4](Cl)[N:3]=1.[C:24]1([CH:30]([C:33]2[CH:38]=[CH:37][CH:36]=[CH:35][CH:34]=2)[CH2:31][NH2:32])[CH:29]=[CH:28][CH:27]=[CH:26][CH:25]=1.CCN(C(C)C)C(C)C. Product: [Cl:1][C:2]1[N:10]=[C:9]2[C:5]([N:6]=[CH:7][N:8]2[C@@H:11]2[CH2:15][C@H:14]([N:16]3[CH:20]=[C:19]([CH2:21][OH:22])[CH:18]=[N:17]3)[CH:13]=[CH:12]2)=[C:4]([NH:32][CH2:31][CH:30]([C:24]2[CH:29]=[CH:28][CH:27]=[CH:26][CH:25]=2)[C:33]2[CH:38]=[CH:37][CH:36]=[CH:35][CH:34]=2)[N:3]=1. The catalyst class is: 1. (9) Reactant: [Cl:1][C:2]1[CH:7]=[C:6]([Cl:8])[CH:5]=[CH:4][C:3]=1[CH2:9][O:10][C:11]1[CH:16]=[CH:15][C:14]([C:17]([F:20])([F:19])[F:18])=[CH:13][C:12]=1[C:21]1[CH2:25][CH2:24][CH2:23][C:22]=1[C:26]1[N:31]=[C:30]([C:32]([O:34]CC2C=CC(Cl)=CC=2Cl)=[O:33])[CH:29]=[CH:28][CH:27]=1.C(O)C.[OH-].[Na+]. Product: [Cl:1][C:2]1[CH:7]=[C:6]([Cl:8])[CH:5]=[CH:4][C:3]=1[CH2:9][O:10][C:11]1[CH:16]=[CH:15][C:14]([C:17]([F:19])([F:20])[F:18])=[CH:13][C:12]=1[C:21]1[CH2:25][CH2:24][CH2:23][C:22]=1[C:26]1[N:31]=[C:30]([C:32]([OH:34])=[O:33])[CH:29]=[CH:28][CH:27]=1. The catalyst class is: 13.